From a dataset of Peptide-MHC class I binding affinity with 185,985 pairs from IEDB/IMGT. Regression. Given a peptide amino acid sequence and an MHC pseudo amino acid sequence, predict their binding affinity value. This is MHC class I binding data. (1) The peptide sequence is FIKNKIHLL. The MHC is HLA-A30:01 with pseudo-sequence HLA-A30:01. The binding affinity (normalized) is 0.276. (2) The binding affinity (normalized) is 0.0847. The MHC is HLA-B40:01 with pseudo-sequence HLA-B40:01. The peptide sequence is YVRGYLRGY. (3) The peptide sequence is PVLKAMHDKK. The MHC is HLA-A31:01 with pseudo-sequence HLA-A31:01. The binding affinity (normalized) is 0. (4) The peptide sequence is LMDSIFVST. The MHC is HLA-A02:06 with pseudo-sequence HLA-A02:06. The binding affinity (normalized) is 0.682. (5) The peptide sequence is EIYKRWII. The MHC is HLA-B53:01 with pseudo-sequence HLA-B53:01. The binding affinity (normalized) is 0. (6) The binding affinity (normalized) is 0.217. The MHC is Mamu-A11 with pseudo-sequence Mamu-A11. The peptide sequence is KFYGPFVDR. (7) The peptide sequence is FVMPIFEQI. The MHC is HLA-B44:02 with pseudo-sequence HLA-B44:02. The binding affinity (normalized) is 0.213. (8) The peptide sequence is SYGCPTNPF. The MHC is HLA-A01:01 with pseudo-sequence HLA-A01:01. The binding affinity (normalized) is 0.213.